Task: Predict the reaction yield, written as a fraction of the theoretical maximum amount of product (1.0 means a 100% yield; for example, 0.34 means a 34% yield).. Dataset: Reaction yield outcomes from USPTO patents with 853,638 reactions (1) The reactants are CCN(C(C)C)C(C)C.[C:10]1([C:16]2[O:20][N:19]=[C:18]([C:21]([NH:23][CH2:24][C:25]([OH:27])=O)=[O:22])[CH:17]=2)[CH:15]=[CH:14][CH:13]=[CH:12][CH:11]=1.C1C=CC2N(O)N=NC=2C=1.CCN=C=NCCCN(C)C.Cl.Cl.[F:51][C:52]([F:67])([F:66])[C:53]1[CH:54]=[C:55]([CH:63]=[CH:64][CH:65]=1)[O:56][CH:57]1[CH2:62][CH2:61][NH:60][CH2:59][CH2:58]1.Cl.ClC1C=CC=CC=1OC1CCNCC1. The catalyst is CN(C=O)C.O. The product is [O:27]=[C:25]([N:60]1[CH2:59][CH2:58][CH:57]([O:56][C:55]2[CH:63]=[CH:64][CH:65]=[C:53]([C:52]([F:51])([F:66])[F:67])[CH:54]=2)[CH2:62][CH2:61]1)[CH2:24][NH:23][C:21]([C:18]1[CH:17]=[C:16]([C:10]2[CH:11]=[CH:12][CH:13]=[CH:14][CH:15]=2)[O:20][N:19]=1)=[O:22]. The yield is 0.340. (2) The reactants are [F:1][C:2]([F:22])([F:21])[CH:3]([C:5]1[CH:10]=[CH:9][C:8]([O:11][C:12]2[CH:17]=[CH:16][CH:15]=[C:14]([F:18])[N:13]=2)=[C:7]([O:19][CH3:20])[CH:6]=1)[OH:4].[S:23](Cl)([C:26]1[CH:32]=[CH:31][C:29]([CH3:30])=[CH:28][CH:27]=1)(=[O:25])=[O:24]. The catalyst is CN(C1C=CN=CC=1)C.ClCCl. The product is [CH3:30][C:29]1[CH:31]=[CH:32][C:26]([S:23]([O:4][CH:3]([C:5]2[CH:10]=[CH:9][C:8]([O:11][C:12]3[CH:17]=[CH:16][CH:15]=[C:14]([F:18])[N:13]=3)=[C:7]([O:19][CH3:20])[CH:6]=2)[C:2]([F:1])([F:21])[F:22])(=[O:25])=[O:24])=[CH:27][CH:28]=1. The yield is 0.410. (3) The reactants are [NH2:1][C:2]1[CH:3]=[N:4][CH:5]=[CH:6][C:7]=1[C@H:8]1[O:13][C@H:12]([CH2:14][CH2:15][C:16]([O:18][CH2:19][CH3:20])=[O:17])[C@@H:11]([O:21][Si:22]([CH:29]([CH3:31])[CH3:30])([CH:26]([CH3:28])[CH3:27])[CH:23]([CH3:25])[CH3:24])[C@H:10]([O:32][Si:33]([CH:40]([CH3:42])[CH3:41])([CH:37]([CH3:39])[CH3:38])[CH:34]([CH3:36])[CH3:35])[CH2:9]1.[CH3:43][C:44]([O:47][C:48](O[C:48]([O:47][C:44]([CH3:46])([CH3:45])[CH3:43])=[O:49])=[O:49])([CH3:46])[CH3:45]. The catalyst is C(Cl)Cl.CN(C1C=CN=CC=1)C. The product is [C:44]([O:47][C:48]([N:1]([C:48]([O:47][C:44]([CH3:46])([CH3:45])[CH3:43])=[O:49])[C:2]1[CH:3]=[N:4][CH:5]=[CH:6][C:7]=1[C@H:8]1[O:13][C@H:12]([CH2:14][CH2:15][C:16]([O:18][CH2:19][CH3:20])=[O:17])[C@@H:11]([O:21][Si:22]([CH:26]([CH3:27])[CH3:28])([CH:23]([CH3:24])[CH3:25])[CH:29]([CH3:31])[CH3:30])[C@H:10]([O:32][Si:33]([CH:34]([CH3:36])[CH3:35])([CH:37]([CH3:39])[CH3:38])[CH:40]([CH3:41])[CH3:42])[CH2:9]1)=[O:49])([CH3:46])([CH3:45])[CH3:43]. The yield is 0.720. (4) The yield is 0.390. The product is [N:1]1[CH:6]=[C:5]([C:7]([C:9]2[CH:10]=[C:11]3[C:16](=[C:17]([C:19]([O:21][CH3:22])=[O:20])[CH:18]=2)[N:15]=[CH:14][CH:13]=[CH:12]3)=[O:25])[CH:4]=[N:3][CH:2]=1. The catalyst is C(Cl)Cl. The reactants are [N:1]1[CH:6]=[C:5]([C:7]([C:9]2[CH:10]=[C:11]3[C:16](=[C:17]([C:19]([O:21][CH3:22])=[O:20])[CH:18]=2)[N:15]=[CH:14][CH:13]=[CH:12]3)=C)[CH:4]=[N:3][CH:2]=1.CO.[O:25]=[O+][O-].CSC. (5) The reactants are [CH3:1][O:2][C:3]1[N:8]=[C:7]([O:9][CH3:10])[C:6]([N:11](C(OC(C)(C)C)=O)[NH:12]C(OC(C)(C)C)=O)=[CH:5][N:4]=1.Cl. The catalyst is CO. The product is [NH:11]([C:6]1[C:7]([O:9][CH3:10])=[N:8][C:3]([O:2][CH3:1])=[N:4][CH:5]=1)[NH2:12]. The yield is 0.700.